This data is from Reaction yield outcomes from USPTO patents with 853,638 reactions. The task is: Predict the reaction yield, written as a fraction of the theoretical maximum amount of product (1.0 means a 100% yield; for example, 0.34 means a 34% yield). (1) The reactants are Br[C:2](=[CH:5]OC(C)C)[CH:3]=[O:4].[NH2:10][C:11]1[C:19]2[C:14](=[CH:15][CH:16]=[CH:17][CH:18]=2)[CH2:13][N:12]=1.C(N(CC)CC)C. The catalyst is C(#N)C.C(OCC)(=O)C. The product is [N:10]1[C:2]([CH:3]=[O:4])=[CH:5][N:12]2[CH2:13][C:14]3[C:19](=[CH:18][CH:17]=[CH:16][CH:15]=3)[C:11]=12. The yield is 0.220. (2) The reactants are [C:1]([C:5]1[CH:6]=[C:7]([CH:11]2[CH2:16][CH:15]([C:17]([OH:19])=O)[CH2:14][CH2:13][N:12]2[C:20]([O:22][CH3:23])=[O:21])[CH:8]=[CH:9][CH:10]=1)([CH3:4])([CH3:3])[CH3:2].N1(C(N2C=CN=C2)=O)C=CN=C1.[CH2:36]([O:38][C:39](=[O:44])[CH2:40]C([O-])=O)[CH3:37].[K+].[Cl-].[Mg+2].[Cl-].Cl. The catalyst is CN1C2C(N=C(N)NC=2NCC1CNC1C=CC(C(NC(C(O)=O)CCC(O)=O)=O)=CC=1)=O.CC(OC)(C)C. The product is [C:1]([C:5]1[CH:6]=[C:7]([CH:11]2[CH2:16][CH:15]([C:17](=[O:19])[CH2:40][C:39]([O:38][CH2:36][CH3:37])=[O:44])[CH2:14][CH2:13][N:12]2[C:20]([O:22][CH3:23])=[O:21])[CH:8]=[CH:9][CH:10]=1)([CH3:2])([CH3:3])[CH3:4]. The yield is 0.950. (3) The reactants are [F:1][C:2]1[C:3]([CH3:12])=[CH:4][C:5]2[S:9][C:8]([NH2:10])=[N:7][C:6]=2[CH:11]=1.[Br:13]Br.[OH-].[NH4+]. The catalyst is C(O)(=O)C. The product is [Br:13][C:11]1[C:6]2[N:7]=[C:8]([NH2:10])[S:9][C:5]=2[CH:4]=[C:3]([CH3:12])[C:2]=1[F:1]. The yield is 0.840. (4) The reactants are [CH3:1][C:2]1[CH:7]=[C:6]([CH3:8])[CH:5]=[C:4]([CH3:9])[C:3]=1[N:10]=[C:11]=[O:12].[NH2:13][C:14]1[CH:19]=[C:18]([Cl:20])[CH:17]=[CH:16][C:15]=1[C:21]([NH:23][C@@H:24]([CH:29]1[CH2:34][CH2:33][CH2:32][CH2:31][CH2:30]1)[C:25]([O:27][CH3:28])=[O:26])=[O:22].CCCCCC.C(OCC)(=O)C. The catalyst is N1C=CC=CC=1. The product is [Cl:20][C:18]1[CH:17]=[CH:16][C:15]([C:21]([NH:23][C@@H:24]([CH:29]2[CH2:34][CH2:33][CH2:32][CH2:31][CH2:30]2)[C:25]([O:27][CH3:28])=[O:26])=[O:22])=[C:14]([NH:13][C:11]([NH:10][C:3]2[C:2]([CH3:1])=[CH:7][C:6]([CH3:8])=[CH:5][C:4]=2[CH3:9])=[O:12])[CH:19]=1. The yield is 0.750.